Dataset: Catalyst prediction with 721,799 reactions and 888 catalyst types from USPTO. Task: Predict which catalyst facilitates the given reaction. (1) Reactant: Cl.[Cl:2][C:3]1[CH:4]=[CH:5][C:6]([O:14][CH3:15])=[C:7]([CH:13]=1)[C:8](=[NH:12])[O:9][CH2:10][CH3:11].O.OP([O-])(O)=O.[Na+].O.O.O.O.O.O.O.OP([O-])([O-])=O.[Na+].[Na+].[N:37]#[C:38]N. Product: [Cl:2][C:3]1[CH:4]=[CH:5][C:6]([O:14][CH3:15])=[C:7]([CH:13]=1)[C:8](=[N:12][C:38]#[N:37])[O:9][CH2:10][CH3:11]. The catalyst class is: 144. (2) Reactant: Br[C:2]1[S:6][C:5]([NH2:7])=[N:4][N:3]=1.[CH3:8][N:9]1[CH2:14][CH2:13][NH:12][CH2:11][CH2:10]1. Product: [CH3:8][N:9]1[CH2:14][CH2:13][N:12]([C:2]2[S:6][C:5]([NH2:7])=[N:4][N:3]=2)[CH2:11][CH2:10]1. The catalyst class is: 259. (3) Reactant: [N:1]1([CH2:7][CH2:8][CH2:9][O:10][C:11]2[CH:21]=[CH:20][C:14]3[CH2:15][CH2:16][NH:17][CH2:18][CH2:19][C:13]=3[CH:12]=2)[CH2:6][CH2:5][CH2:4][CH2:3][CH2:2]1.[CH:22]([N:25]=[C:26]=[O:27])([CH3:24])[CH3:23].C(O)C(N)(CO)CO. Product: [CH:22]([NH:25][C:26]([N:17]1[CH2:18][CH2:19][C:13]2[CH:12]=[C:11]([O:10][CH2:9][CH2:8][CH2:7][N:1]3[CH2:2][CH2:3][CH2:4][CH2:5][CH2:6]3)[CH:21]=[CH:20][C:14]=2[CH2:15][CH2:16]1)=[O:27])([CH3:24])[CH3:23]. The catalyst class is: 2. (4) Reactant: [C:1]([OH:9])(=O)[C:2]1[CH:7]=[CH:6][CH:5]=[N:4][CH:3]=1.[Cl:10]S(Cl)=O. Product: [C:1]([Cl:10])(=[O:9])[C:2]1[CH:7]=[CH:6][CH:5]=[N:4][CH:3]=1. The catalyst class is: 2. (5) Reactant: [NH2:1][CH2:2][C@@H:3]1[CH2:7][CH2:6][N:5]([C:8]([O:10][C:11]([CH3:14])([CH3:13])[CH3:12])=[O:9])[CH2:4]1.CN(C)/[CH:17]=[C:18](/[C:24](=[O:33])[C:25]1[CH:30]=[C:29]([I:31])[CH:28]=[CH:27][C:26]=1F)\[C:19]([O:21][CH2:22][CH3:23])=[O:20].C(=O)([O-])[O-].[K+].[K+]. Product: [C:11]([O:10][C:8]([N:5]1[CH2:6][CH2:7][C@@H:3]([CH2:2][N:1]2[C:26]3[C:25](=[CH:30][C:29]([I:31])=[CH:28][CH:27]=3)[C:24](=[O:33])[C:18]([C:19]([O:21][CH2:22][CH3:23])=[O:20])=[CH:17]2)[CH2:4]1)=[O:9])([CH3:14])([CH3:13])[CH3:12]. The catalyst class is: 6. (6) Reactant: Br[C:2]1[N:6]2[N:7]=[C:8]([C:11]3[CH:16]=[CH:15][C:14]([C:17]([N:19]4[CH2:24][CH2:23][N:22]([CH3:25])[CH2:21][CH2:20]4)=[O:18])=[CH:13][CH:12]=3)[CH:9]=[CH:10][C:5]2=[N:4][CH:3]=1.[NH:26]1[C:30]2[CH:31]=[CH:32][C:33](B(O)O)=[CH:34][C:29]=2[N:28]=[CH:27]1.C([O-])(O)=O.[Na+]. Product: [NH:26]1[C:30]2[CH:31]=[CH:32][C:33]([C:2]3[N:6]4[N:7]=[C:8]([C:11]5[CH:16]=[CH:15][C:14]([C:17]([N:19]6[CH2:20][CH2:21][N:22]([CH3:25])[CH2:23][CH2:24]6)=[O:18])=[CH:13][CH:12]=5)[CH:9]=[CH:10][C:5]4=[N:4][CH:3]=3)=[CH:34][C:29]=2[N:28]=[CH:27]1. The catalyst class is: 70. (7) Reactant: [OH:1][C:2]1[CH:7]=[CH:6][C:5]([CH2:8][CH2:9][C:10]([O:12][CH2:13][CH3:14])=[O:11])=[CH:4][CH:3]=1.[Si:15](Cl)([C:18]([CH3:21])([CH3:20])[CH3:19])([CH3:17])[CH3:16].N1C=CN=C1. Product: [Si:15]([O:1][C:2]1[CH:3]=[CH:4][C:5]([CH2:8][CH2:9][C:10]([O:12][CH2:13][CH3:14])=[O:11])=[CH:6][CH:7]=1)([C:18]([CH3:21])([CH3:20])[CH3:19])([CH3:17])[CH3:16]. The catalyst class is: 9. (8) Reactant: C(OC([N:8]1[C@@H:12]([CH2:13][N:14]2[CH2:19][CH2:18][CH:17]([C:20](=[O:28])[C:21]3[CH:26]=[CH:25][C:24]([F:27])=[CH:23][CH:22]=3)[CH2:16][CH2:15]2)[CH2:11][O:10]C1(C)C)=O)(C)(C)C.[ClH:31]. Product: [ClH:31].[NH2:8][C@H:12]([CH2:11][OH:10])[CH2:13][N:14]1[CH2:15][CH2:16][CH:17]([C:20]([C:21]2[CH:22]=[CH:23][C:24]([F:27])=[CH:25][CH:26]=2)=[O:28])[CH2:18][CH2:19]1. The catalyst class is: 714. (9) Reactant: CN(C)[CH:3]=[C:4]([C:8]1[CH:13]=[CH:12][N:11]=[C:10]([S:14][CH3:15])[N:9]=1)[C:5](=O)[CH3:6].C([O-])([O-])=O.[K+].[K+].Cl.[NH2:24][C:25]([NH2:27])=[NH:26]. Product: [CH3:6][C:5]1[C:4]([C:8]2[CH:13]=[CH:12][N:11]=[C:10]([S:14][CH3:15])[N:9]=2)=[CH:3][N:24]=[C:25]([NH2:27])[N:26]=1. The catalyst class is: 3.